Predict the reaction yield, written as a fraction of the theoretical maximum amount of product (1.0 means a 100% yield; for example, 0.34 means a 34% yield). From a dataset of Reaction yield outcomes from USPTO patents with 853,638 reactions. The reactants are C([O:4][C@@H:5]1[C@@H:13]([C@@:14]2([CH3:29])[CH2:19][CH2:18][C@H:17]([OH:20])[CH2:16][C@@H:15]2[CH2:21][CH2:22][N:23]2[CH2:28][CH2:27][O:26][CH2:25][CH2:24]2)[CH2:12][CH2:11][C@@:10]2([CH3:30])[C@H:6]1[CH2:7][CH2:8][C:9]2=[CH2:31])(=O)C.[H-].[H-].[H-].[H-].[Li+].[Al+3]. The catalyst is C1COCC1. The product is [OH:20][C@H:17]1[CH2:18][CH2:19][C@@:14]([C@H:13]2[CH2:12][CH2:11][C@@:10]3([CH3:30])[C@@H:6]([CH2:7][CH2:8][C:9]3=[CH2:31])[C@@H:5]2[OH:4])([CH3:29])[C@@H:15]([CH2:21][CH2:22][N:23]2[CH2:24][CH2:25][O:26][CH2:27][CH2:28]2)[CH2:16]1. The yield is 0.700.